From a dataset of Aqueous solubility values for 9,982 compounds from the AqSolDB database. Regression/Classification. Given a drug SMILES string, predict its absorption, distribution, metabolism, or excretion properties. Task type varies by dataset: regression for continuous measurements (e.g., permeability, clearance, half-life) or binary classification for categorical outcomes (e.g., BBB penetration, CYP inhibition). For this dataset (solubility_aqsoldb), we predict Y. (1) The molecule is O=C(CCCl)NCc1ccccc1. The Y is -3.30 log mol/L. (2) The compound is CCC1CO1. The Y is 0.0805 log mol/L. (3) The drug is O=C(O)c1cc(C(=O)O)cc(C(=O)O)c1. The Y is -1.94 log mol/L. (4) The compound is Clc1cc(Cl)c(Oc2cccc(Cl)c2Cl)cc1Cl. The Y is -7.48 log mol/L. (5) The molecule is NC1C2CN(c3nc4c(cc3F)c(=O)c(C(=O)O)cn4-c3ccc(F)cc3F)CC12. The Y is -4.53 log mol/L. (6) The drug is [NH3+][C@@H](C(=O)[O-])c1ccccc1. The Y is -1.51 log mol/L.